This data is from Reaction yield outcomes from USPTO patents with 853,638 reactions. The task is: Predict the reaction yield, written as a fraction of the theoretical maximum amount of product (1.0 means a 100% yield; for example, 0.34 means a 34% yield). (1) The reactants are [Cl:1][C:2]1[CH:7]=[CH:6][C:5]([C:8]2[N:13]=[C:12]([C:14]([OH:16])=O)[CH:11]=[N:10][C:9]=2[O:17][C@@H:18]([CH3:23])[C:19]([F:22])([F:21])[F:20])=[CH:4][CH:3]=1.C(N(C(C)C)C(C)C)C.Cl.[CH3:34][O:35]/[N:36]=[C:37](\[CH:40]1[CH2:42][CH2:41]1)/[CH2:38][NH2:39]. The catalyst is CN(C)C=O. The product is [Cl:1][C:2]1[CH:7]=[CH:6][C:5]([C:8]2[N:13]=[C:12]([C:14]([NH:39][CH2:38]/[C:37](/[CH:40]3[CH2:42][CH2:41]3)=[N:36]/[O:35][CH3:34])=[O:16])[CH:11]=[N:10][C:9]=2[O:17][C@@H:18]([CH3:23])[C:19]([F:22])([F:20])[F:21])=[CH:4][CH:3]=1. The yield is 0.455. (2) The catalyst is ClCCl.CO.C([O-])(O)=O.[Na+]. The product is [CH3:37][N:3]1[CH2:4][CH2:5][CH2:6][C:7]2[O:11][C:10]3[CH:12]=[C:13]([N:16]4[CH:21]=[CH:20][C:19]([O:22][CH2:23][C:24]5[CH:29]=[CH:28][CH:27]=[C:26]([C:30]([F:32])([F:33])[F:31])[N:25]=5)=[CH:18][C:17]4=[O:34])[CH:14]=[CH:15][C:9]=3[C:8]=2[CH2:2]1. The yield is 0.920. The reactants are Cl.[CH2:2]1[C:8]2[C:9]3[CH:15]=[CH:14][C:13]([N:16]4[CH:21]=[CH:20][C:19]([O:22][CH2:23][C:24]5[CH:29]=[CH:28][CH:27]=[C:26]([C:30]([F:33])([F:32])[F:31])[N:25]=5)=[CH:18][C:17]4=[O:34])=[CH:12][C:10]=3[O:11][C:7]=2[CH2:6][CH2:5][CH2:4][NH:3]1.C=O.[C:37](O[BH-](OC(=O)C)OC(=O)C)(=O)C.[Na+]. (3) The reactants are [CH2:1]([NH:3][C:4]1[C:9]([CH:10]=O)=[C:8]([CH3:12])[N:7]=[C:6]([S:13][CH3:14])[N:5]=1)[CH3:2].[C:15]([CH:20]=P(C1C=CC=CC=1)(C1C=CC=CC=1)C1C=CC=CC=1)([O:17][CH2:18][CH3:19])=[O:16]. The catalyst is C1COCC1. The product is [CH2:18]([O:17][C:15](=[O:16])/[CH:20]=[CH:10]/[C:9]1[C:4]([NH:3][CH2:1][CH3:2])=[N:5][C:6]([S:13][CH3:14])=[N:7][C:8]=1[CH3:12])[CH3:19]. The yield is 0.910. (4) The reactants are [CH:1]([C:4]1[CH:12]=[CH:11][CH:10]=[C:9]2[C:5]=1[CH2:6][N:7]([CH2:27][C:28]1[C:33]([CH3:34])=[CH:32][C:31]([CH3:35])=[CH:30][C:29]=1[CH3:36])[CH:8]2[C:13]([NH:15][S:16]([C:19]1[C:20]([O:25]C)=[N:21][CH:22]=[CH:23][CH:24]=1)(=[O:18])=[O:17])=[O:14])([CH3:3])[CH3:2].Br. The catalyst is C(O)(=O)C. The product is [CH:1]([C:4]1[CH:12]=[CH:11][CH:10]=[C:9]2[C:5]=1[CH2:6][N:7]([CH2:27][C:28]1[C:29]([CH3:36])=[CH:30][C:31]([CH3:35])=[CH:32][C:33]=1[CH3:34])[CH:8]2[C:13]([NH:15][S:16]([C:19]1[C:20](=[O:25])[NH:21][CH:22]=[CH:23][CH:24]=1)(=[O:18])=[O:17])=[O:14])([CH3:3])[CH3:2]. The yield is 0.690. (5) The reactants are Cl[CH2:2][CH:3]([OH:12])[CH2:4][NH:5][C:6]1[CH:11]=[CH:10][CH:9]=[CH:8][CH:7]=1.[OH-].[K+]. The catalyst is O1CCOCC1.CCOC(C)=O. The product is [O:12]1[CH2:2][CH:3]1[CH2:4][NH:5][C:6]1[CH:11]=[CH:10][CH:9]=[CH:8][CH:7]=1. The yield is 0.950.